Task: Regression. Given a peptide amino acid sequence and an MHC pseudo amino acid sequence, predict their binding affinity value. This is MHC class I binding data.. Dataset: Peptide-MHC class I binding affinity with 185,985 pairs from IEDB/IMGT (1) The MHC is HLA-B18:01 with pseudo-sequence HLA-B18:01. The peptide sequence is IDYVPLKSAT. The binding affinity (normalized) is 0. (2) The peptide sequence is GDYSEVAL. The MHC is Mamu-A11 with pseudo-sequence Mamu-A11. The binding affinity (normalized) is 0.467. (3) The peptide sequence is HPAAMPHLLV. The MHC is HLA-B51:01 with pseudo-sequence HLA-B51:01. The binding affinity (normalized) is 0.394. (4) The peptide sequence is EKLKSLYNTV. The MHC is HLA-A26:01 with pseudo-sequence HLA-A26:01. The binding affinity (normalized) is 0.0847. (5) The peptide sequence is RVACRDVEV. The MHC is HLA-A02:12 with pseudo-sequence HLA-A02:12. The binding affinity (normalized) is 0.680. (6) The peptide sequence is VQLQEYDTY. The MHC is HLA-A02:01 with pseudo-sequence HLA-A02:01. The binding affinity (normalized) is 0.0847.